From a dataset of Forward reaction prediction with 1.9M reactions from USPTO patents (1976-2016). Predict the product of the given reaction. (1) Given the reactants C[O:2][C:3]1[CH:4]=[C:5]([CH2:9][CH2:10][NH2:11])[CH:6]=[CH:7][CH:8]=1.B(Br)(Br)Br.[ClH:16].CO, predict the reaction product. The product is: [ClH:16].[OH:2][C:3]1[CH:4]=[C:5]([CH2:9][CH2:10][NH2:11])[CH:6]=[CH:7][CH:8]=1. (2) Given the reactants [CH3:1][C:2]1[O:3][C:4]2[CH:13]=[C:12]([O:14][C:15]3[CH:20]=[CH:19][N:18]=[C:17]4[CH:21]=[CH:22][S:23][C:16]=34)[CH:11]=[CH:10][C:5]=2[C:6]=1[C:7](Cl)=[O:8].[CH3:24][N:25]1[CH2:29][CH2:28][CH2:27][CH:26]1[CH2:30][CH2:31][NH2:32], predict the reaction product. The product is: [CH3:24][N:25]1[CH2:29][CH2:28][CH2:27][CH:26]1[CH2:30][CH2:31][NH:32][C:7]([C:6]1[C:5]2[CH:10]=[CH:11][C:12]([O:14][C:15]3[CH:20]=[CH:19][N:18]=[C:17]4[CH:21]=[CH:22][S:23][C:16]=34)=[CH:13][C:4]=2[O:3][C:2]=1[CH3:1])=[O:8].